From a dataset of Catalyst prediction with 721,799 reactions and 888 catalyst types from USPTO. Predict which catalyst facilitates the given reaction. (1) Reactant: [CH2:1]([O:3][C:4]([C:6]1([C:9]2[CH:14]=[CH:13][C:12]([C:15]3[CH:20]=[CH:19][C:18]([C:21]4[S:22][C:23]([Cl:29])=[CH:24][C:25]=4C(=O)N)=[CH:17][C:16]=3[O:30][CH3:31])=[CH:11][CH:10]=2)[CH2:8][CH2:7]1)=[O:5])[CH3:2].[Cl:32][C:33]1[CH:38]=[CH:37][C:36]([C@H:39]([OH:41])[CH3:40])=[CH:35][CH:34]=1.[N:42]1[CH:47]=CC=CC=1.FC(F)(F)C(OI(C1C=CC=CC=1)OC(=O)C(F)(F)F)=[O:51]. Product: [CH2:1]([O:3][C:4]([C:6]1([C:9]2[CH:14]=[CH:13][C:12]([C:15]3[CH:20]=[CH:19][C:18]([C:21]4[S:22][C:23]([Cl:29])=[CH:24][C:25]=4[NH:42][C:47]([O:41][C@@H:39]([C:36]4[CH:37]=[CH:38][C:33]([Cl:32])=[CH:34][CH:35]=4)[CH3:40])=[O:51])=[CH:17][C:16]=3[O:30][CH3:31])=[CH:11][CH:10]=2)[CH2:8][CH2:7]1)=[O:5])[CH3:2]. The catalyst class is: 11. (2) Reactant: [Sn](Cl)Cl.[Br:4][C:5]1[C:24]([CH3:25])=[CH:23][C:8]([C:9]([NH:11][NH:12][C:13]2[CH:18]=[C:17]([Cl:19])[CH:16]=[CH:15][C:14]=2[S:20][CH2:21][CH3:22])=[O:10])=[C:7]([N+:26]([O-])=O)[CH:6]=1.[OH-].[Na+]. Product: [NH2:26][C:7]1[CH:6]=[C:5]([Br:4])[C:24]([CH3:25])=[CH:23][C:8]=1[C:9]([NH:11][NH:12][C:13]1[CH:18]=[C:17]([Cl:19])[CH:16]=[CH:15][C:14]=1[S:20][CH2:21][CH3:22])=[O:10]. The catalyst class is: 238. (3) Reactant: [CH3:1][NH:2][C:3]1[CH:12]=[CH:11][C:6]([C:7]([O:9][CH3:10])=[O:8])=[CH:5][CH:4]=1.[C:13](Cl)(=[O:22])[CH2:14][CH2:15][C:16]1[CH:21]=[CH:20][CH:19]=[CH:18][CH:17]=1.O.Cl. Product: [CH3:1][N:2]([C:13](=[O:22])[CH2:14][CH2:15][C:16]1[CH:21]=[CH:20][CH:19]=[CH:18][CH:17]=1)[C:3]1[CH:12]=[CH:11][C:6]([C:7]([O:9][CH3:10])=[O:8])=[CH:5][CH:4]=1. The catalyst class is: 17.